From a dataset of Reaction yield outcomes from USPTO patents with 853,638 reactions. Predict the reaction yield, written as a fraction of the theoretical maximum amount of product (1.0 means a 100% yield; for example, 0.34 means a 34% yield). (1) The reactants are Cl[C:2]1[C:7]([CH2:8][CH2:9][CH2:10][CH2:11][CH2:12][CH3:13])=[C:6]([CH3:14])[N:5]=[C:4]([NH2:15])[N:3]=1.[CH2:16]([NH2:21])[CH2:17][CH2:18][CH2:19][CH3:20]. No catalyst specified. The product is [NH2:15][C:4]1[N:3]=[C:2]([NH:21][CH2:16][CH2:17][CH2:18][CH2:19][CH3:20])[C:7]([CH2:8][CH2:9][CH2:10][CH2:11][CH2:12][CH3:13])=[C:6]([CH3:14])[N:5]=1. The yield is 0.870. (2) The reactants are [C:1]([C:4]1[CH:5]=[CH:6][C:7]([N:12]2[CH2:17][CH:16]([CH3:18])[O:15][CH:14]([CH3:19])[CH2:13]2)=[C:8]([CH:11]=1)[CH:9]=O)(=[O:3])[CH3:2].[NH:20]1[C:27](=[O:28])[CH2:26][C:24](=[O:25])[NH:23][C:21]1=[O:22]. The catalyst is C(O)(C)C. The product is [C:1]([C:4]1[CH:11]=[C:8]2[C:7](=[CH:6][CH:5]=1)[N:12]1[CH2:17][CH:16]([CH3:18])[O:15][CH:14]([CH3:19])[CH:13]1[C:26]1([C:24](=[O:25])[NH:23][C:21](=[O:22])[NH:20][C:27]1=[O:28])[CH2:9]2)(=[O:3])[CH3:2]. The yield is 1.00. (3) The reactants are [Cl:1][C:2]1C=C[C:5]([CH3:8])=[CH:4][N:3]=1.OO.NC(N)=[O:13].F[C:16](F)(F)[C:17](O)=O.S(S([O-])=O)([O-])=O.[Na+].[Na+].Cl. The catalyst is ClCCl. The product is [Cl:1][C:2]1[C:17]([CH3:16])=[CH:8][CH:5]=[CH:4][N+:3]=1[O-:13]. The yield is 0.730. (4) No catalyst specified. The product is [NH2:7][CH:8]1[CH2:13][CH2:12][N:11]([CH2:14][CH2:15][N:16]2[C:21]3[CH:22]=[C:23]([N+:26]([O-:28])=[O:27])[CH:24]=[CH:25][C:20]=3[O:19][CH2:18][C:17]2=[O:29])[CH2:10][CH2:9]1. The yield is 1.00. The reactants are C(OC(=O)[NH:7][CH:8]1[CH2:13][CH2:12][N:11]([CH2:14][CH2:15][N:16]2[C:21]3[CH:22]=[C:23]([N+:26]([O-:28])=[O:27])[CH:24]=[CH:25][C:20]=3[O:19][CH2:18][C:17]2=[O:29])[CH2:10][CH2:9]1)(C)(C)C.NC1CCN(CCN2C3C(=CC=C(C#N)C=3)C=CC2=O)CC1. (5) The reactants are [CH2:1]([O:3][C:4]([C:6]1[N:7]=[C:8]2[C:13]([C:14]([F:17])([F:16])[F:15])=[CH:12][C:11](Br)=[CH:10][N:9]2[C:19]=1[Cl:20])=[O:5])[CH3:2].[O:21]1[CH:25]=[CH:24][CH:23]=[C:22]1B(O)O. The catalyst is [O-]P([O-])([O-])=O.[K+].[K+].[K+].O1CCOCC1. The product is [CH2:1]([O:3][C:4]([C:6]1[N:7]=[C:8]2[C:13]([C:14]([F:17])([F:16])[F:15])=[CH:12][C:11]([C:22]3[O:21][CH:25]=[CH:24][CH:23]=3)=[CH:10][N:9]2[C:19]=1[Cl:20])=[O:5])[CH3:2]. The yield is 0.940.